The task is: Predict which catalyst facilitates the given reaction.. This data is from Catalyst prediction with 721,799 reactions and 888 catalyst types from USPTO. (1) Reactant: [NH:1]1[C:9]2[C:4](=[CH:5][C:6]([C:10]#[N:11])=[CH:7][CH:8]=2)[CH:3]=[CH:2]1.[OH-].[K+].[I:14]I.[O-]S([O-])(=S)=O.[Na+].[Na+]. Product: [I:14][C:3]1[C:4]2[C:9](=[CH:8][CH:7]=[C:6]([C:10]#[N:11])[CH:5]=2)[NH:1][CH:2]=1. The catalyst class is: 3. (2) Reactant: [CH2:1]([C:4]1[CH:9]=[CH:8][C:7]([CH:10]2[CH2:13][N:12](C(OC(C)(C)C)=O)[CH2:11]2)=[CH:6][CH:5]=1)[CH2:2][CH3:3].C(O)(C(F)(F)F)=O. Product: [CH2:1]([C:4]1[CH:9]=[CH:8][C:7]([CH:10]2[CH2:11][NH:12][CH2:13]2)=[CH:6][CH:5]=1)[CH2:2][CH3:3]. The catalyst class is: 326. (3) Reactant: [CH2:1]([O:8][C:9]1[CH:16]=[CH:15][C:12]([CH:13]=O)=[C:11]([OH:17])[CH:10]=1)[C:2]1[CH:7]=[CH:6][CH:5]=[CH:4][CH:3]=1.Br[CH2:19][C:20]([O:22][CH3:23])=[O:21].C(=O)([O-])[O-].[K+].[K+]. Product: [CH2:1]([O:8][C:9]1[CH:16]=[CH:15][C:12]2[CH:13]=[C:19]([C:20]([O:22][CH3:23])=[O:21])[O:17][C:11]=2[CH:10]=1)[C:2]1[CH:7]=[CH:6][CH:5]=[CH:4][CH:3]=1. The catalyst class is: 3. (4) Reactant: C([O-])([O-])=O.[K+].[K+].CC1(C)C(C)(C)OB([C:15]2[CH:23]=[CH:22][CH:21]=[C:20]3[C:16]=2[CH2:17][CH2:18][C:19]3=[O:24])O1.Cl[C:27]1[CH:32]=[CH:31][C:30]([O:33][CH3:34])=[CH:29][C:28]=1[N+:35]([O-:37])=[O:36].CCCCCC.C(OCC)(=O)C. Product: [CH3:34][O:33][C:30]1[CH:31]=[CH:32][C:27]([C:15]2[CH:23]=[CH:22][CH:21]=[C:20]3[C:16]=2[CH2:17][CH2:18][C:19]3=[O:24])=[C:28]([N+:35]([O-:37])=[O:36])[CH:29]=1. The catalyst class is: 70. (5) Reactant: C(OC(=O)[NH:7][C:8]1([C:11]([N:13]2[CH2:16][CH:15]([C:17]3[CH:38]=[CH:37][C:20]4[C:21]5[N:22]=[C:23]([C:29]6[N:30]([CH:34]([CH3:36])[CH3:35])[N:31]=[CH:32][N:33]=6)[S:24][C:25]=5[CH2:26][CH2:27][O:28][C:19]=4[CH:18]=3)[CH2:14]2)=[O:12])[CH2:10][CH2:9]1)(C)(C)C.Cl.O1CCOCC1. Product: [NH2:7][C:8]1([C:11]([N:13]2[CH2:16][CH:15]([C:17]3[CH:38]=[CH:37][C:20]4[C:21]5[N:22]=[C:23]([C:29]6[N:30]([CH:34]([CH3:36])[CH3:35])[N:31]=[CH:32][N:33]=6)[S:24][C:25]=5[CH2:26][CH2:27][O:28][C:19]=4[CH:18]=3)[CH2:14]2)=[O:12])[CH2:9][CH2:10]1. The catalyst class is: 5. (6) Reactant: [CH3:1][S:2]([C:5]1[CH:13]=[C:12]2[C:8]([CH:9]=[CH:10][NH:11]2)=[CH:7][CH:6]=1)(=[O:4])=[O:3].C([Mg]Br)C.[CH3:18][C:19]1([CH3:27])[C:21]([CH3:23])([CH3:22])[CH:20]1[C:24](Cl)=[O:25]. Product: [CH3:1][S:2]([C:5]1[CH:13]=[C:12]2[C:8]([C:9]([C:24]([CH:20]3[C:21]([CH3:23])([CH3:22])[C:19]3([CH3:27])[CH3:18])=[O:25])=[CH:10][NH:11]2)=[CH:7][CH:6]=1)(=[O:4])=[O:3]. The catalyst class is: 530.